This data is from Full USPTO retrosynthesis dataset with 1.9M reactions from patents (1976-2016). The task is: Predict the reactants needed to synthesize the given product. Given the product [C:1]([O:5][C:6]([NH:8][CH2:9][C@H:10]1[CH2:15][CH2:14][C@H:13]([C:16]([NH:18][C@H:19]([C:20](=[O:21])[NH:68][C:66]2[CH:65]=[CH:64][C:62]3[NH:63][C:59]([C:54]4[CH:55]=[CH:56][CH:57]=[CH:58][N:53]=4)=[N:60][C:61]=3[CH:67]=2)[CH2:23][C:24]2[CH:29]=[CH:28][C:27]([C:30]3[CH:35]=[CH:34][C:33]([C:36]([NH:37][CH:38]4[CH2:39][CH2:40][N:41]([C:44]([O:46][C:47]([CH3:50])([CH3:49])[CH3:48])=[O:45])[CH2:42][CH2:43]4)=[O:51])=[CH:32][C:31]=3[CH3:52])=[CH:26][CH:25]=2)=[O:17])[CH2:12][CH2:11]1)=[O:7])([CH3:3])([CH3:2])[CH3:4], predict the reactants needed to synthesize it. The reactants are: [C:1]([O:5][C:6]([NH:8][CH2:9][C@H:10]1[CH2:15][CH2:14][C@H:13]([C:16]([NH:18][C@@H:19]([CH2:23][C:24]2[CH:29]=[CH:28][C:27]([C:30]3[CH:35]=[CH:34][C:33]([C:36](=[O:51])[NH:37][CH:38]4[CH2:43][CH2:42][N:41]([C:44]([O:46][C:47]([CH3:50])([CH3:49])[CH3:48])=[O:45])[CH2:40][CH2:39]4)=[CH:32][C:31]=3[CH3:52])=[CH:26][CH:25]=2)[C:20](O)=[O:21])=[O:17])[CH2:12][CH2:11]1)=[O:7])([CH3:4])([CH3:3])[CH3:2].[N:53]1[CH:58]=[CH:57][CH:56]=[CH:55][C:54]=1[C:59]1[NH:63][C:62]2[CH:64]=[CH:65][C:66]([NH2:68])=[CH:67][C:61]=2[N:60]=1.C(NC(C)C)(C)C.F[P-](F)(F)(F)(F)F.N1(O[P+](N2CCCC2)(N2CCCC2)N2CCCC2)C2C=CC=CC=2N=N1.